The task is: Predict the reactants needed to synthesize the given product.. This data is from Full USPTO retrosynthesis dataset with 1.9M reactions from patents (1976-2016). (1) Given the product [CH3:37][O:38][CH2:39][C:40]1[CH:41]=[CH:42][C:43]([O:48][C:49]([F:50])([F:51])[F:52])=[C:44]([CH:45]=1)[CH2:46][NH:47][C:32]([NH:7][C:6]1[N:5]([C:8]2[CH:9]=[CH:10][CH:11]=[CH:12][CH:13]=2)[N:4]=[C:3]([O:14][CH:15]2[CH:20]3[CH2:19][CH2:18][N:17]([CH2:22][CH2:21]3)[CH2:16]2)[C:2]=1[CH3:1])=[O:33], predict the reactants needed to synthesize it. The reactants are: [CH3:1][C:2]1[C:3]([O:14][CH:15]2[CH:20]3[CH2:21][CH2:22][N:17]([CH2:18][CH2:19]3)[CH2:16]2)=[N:4][N:5]([C:8]2[CH:13]=[CH:12][CH:11]=[CH:10][CH:9]=2)[C:6]=1[NH2:7].C1(C2C=CC([CH2:32][O:33]C)=CC=2CN)CC1.[CH3:37][O:38][CH2:39][C:40]1[CH:41]=[CH:42][C:43]([O:48][C:49]([F:52])([F:51])[F:50])=[C:44]([CH2:46][NH2:47])[CH:45]=1. (2) Given the product [CH2:33]([O:30][C:27]([C:18]1[CH:23]=[CH:22][C:21]([C:3]2[S:4][C:5]3[C:10](=[O:11])[CH:9]=[C:8]([N:12]4[CH2:17][CH2:16][S:15][CH2:14][CH2:13]4)[O:7][C:6]=3[CH:2]=2)=[CH:20][CH:19]=1)=[O:28])[CH3:34], predict the reactants needed to synthesize it. The reactants are: Br[C:2]1[C:6]2[O:7][C:8]([N:12]3[CH2:17][CH2:16][S:15][CH2:14][CH2:13]3)=[CH:9][C:10](=[O:11])[C:5]=2[S:4][CH:3]=1.[C:18]1(B(O)O)[CH:23]=[CH:22][CH:21]=[CH:20][CH:19]=1.[C:27]([O-:30])([O-])=[O:28].[Na+].[Na+].[C:33]1(C)C=CC=C[CH:34]=1. (3) Given the product [S:1]1[C:5]2[CH:6]=[CH:7][CH:8]=[CH:9][C:4]=2[C:3]([CH:10]([NH:17][C:18]2[CH:26]=[CH:25][C:21]([C:22]([N:28]([CH3:27])[CH2:29][CH2:30][C:31]([OH:33])=[O:32])=[O:23])=[CH:20][CH:19]=2)[CH:11]2[CH2:12][CH2:13][CH2:14][CH2:15][CH2:16]2)=[CH:2]1, predict the reactants needed to synthesize it. The reactants are: [S:1]1[C:5]2[CH:6]=[CH:7][CH:8]=[CH:9][C:4]=2[C:3]([CH:10]([NH:17][C:18]2[CH:26]=[CH:25][C:21]([C:22](O)=[O:23])=[CH:20][CH:19]=2)[CH:11]2[CH2:16][CH2:15][CH2:14][CH2:13][CH2:12]2)=[CH:2]1.[CH3:27][NH:28][CH2:29][CH2:30][C:31]([O:33]CC)=[O:32]. (4) Given the product [CH:1]1([CH2:4][O:5][C:6]2[CH:37]=[CH:36][C:9]3[C:10]([CH2:13][CH2:14][CH:15]4[CH2:20][CH2:19][N:18]([CH2:21][C:22]5[N:27]=[C:26]([NH2:28])[CH:25]=[CH:24][CH:23]=5)[CH2:17][CH2:16]4)=[N:11][O:12][C:8]=3[C:7]=2[CH2:38][N:39]([CH3:41])[CH3:40])[CH2:3][CH2:2]1, predict the reactants needed to synthesize it. The reactants are: [CH:1]1([CH2:4][O:5][C:6]2[CH:37]=[CH:36][C:9]3[C:10]([CH2:13][CH2:14][CH:15]4[CH2:20][CH2:19][N:18]([CH2:21][C:22]5[N:27]=[C:26]([NH:28]C(=O)OC(C)(C)C)[CH:25]=[CH:24][CH:23]=5)[CH2:17][CH2:16]4)=[N:11][O:12][C:8]=3[C:7]=2[CH2:38][N:39]([CH3:41])[CH3:40])[CH2:3][CH2:2]1.Cl.N. (5) Given the product [CH2:1]([O:3][C:4](=[O:27])[CH:5]([C:13]1[N:14]([CH3:29])[C:15]2[C:20]([C:21]=1[S:22][CH2:23][CH3:24])=[CH:19][C:18]([O:25][CH3:26])=[CH:17][CH:16]=2)[CH2:6][C:7]1[CH:8]=[CH:9][CH:10]=[CH:11][CH:12]=1)[CH3:2], predict the reactants needed to synthesize it. The reactants are: [CH2:1]([O:3][C:4](=[O:27])[CH:5]([C:13]1[NH:14][C:15]2[C:20]([C:21]=1[S:22][CH2:23][CH3:24])=[CH:19][C:18]([O:25][CH3:26])=[CH:17][CH:16]=2)[CH2:6][C:7]1[CH:12]=[CH:11][CH:10]=[CH:9][CH:8]=1)[CH3:2].I[CH3:29]. (6) Given the product [F:1][C:2]1[C:14]([NH:15][CH2:16][C:17]2[CH:22]=[C:21]([C:23]3[CH:28]=[CH:27][CH:26]=[C:25]([F:29])[CH:24]=3)[CH:20]=[CH:19][C:18]=2[F:30])=[C:13]([F:31])[CH:12]=[CH:11][C:3]=1[O:4][CH2:5][C:6]([O:8][CH3:9])=[O:7], predict the reactants needed to synthesize it. The reactants are: [F:1][C:2]1[C:14]([NH:15][CH2:16][C:17]2[CH:22]=[C:21]([C:23]3[CH:28]=[CH:27][CH:26]=[C:25]([F:29])[CH:24]=3)[CH:20]=[CH:19][C:18]=2[F:30])=[C:13]([F:31])[CH:12]=[CH:11][C:3]=1[O:4][CH2:5][C:6]([O:8][CH2:9]C)=[O:7].C([O-])([O-])=O.[K+].[K+].Cl. (7) Given the product [CH3:1][C:2]1[O:6][C:5]([CH:7]([NH:13][C:19]2[C:18](=[O:33])[C:17](=[O:16])[C:20]=2[NH:21][C:22]2[C:30]3[NH:29][C:28](=[O:31])[NH:27][C:26]=3[CH:25]=[CH:24][CH:23]=2)[C:8]2([CH3:12])[CH2:9][O:10][CH2:11]2)=[CH:4][CH:3]=1, predict the reactants needed to synthesize it. The reactants are: [CH3:1][C:2]1[O:6][C:5]([CH:7]([NH2:13])[C:8]2([CH3:12])[CH2:11][O:10][CH2:9]2)=[CH:4][CH:3]=1.C([O:16][C:17]1[C:18](=[O:33])[C:19](=O)[C:20]=1[NH:21][C:22]1[C:30]2[NH:29][C:28](=[O:31])[NH:27][C:26]=2[CH:25]=[CH:24][CH:23]=1)C.